From a dataset of Catalyst prediction with 721,799 reactions and 888 catalyst types from USPTO. Predict which catalyst facilitates the given reaction. (1) Reactant: [ClH:1].[NH2:2][CH2:3][C:4](=[O:10])[CH2:5][CH2:6][C:7]([OH:9])=[O:8].[CH3:11]O. Product: [ClH:1].[NH2:2][CH2:3][C:4](=[O:10])[CH2:5][CH2:6][C:7]([O:9][CH3:11])=[O:8]. The catalyst class is: 33. (2) Reactant: [CH:1]([OH:3])=O.C(OC(=O)C)(=O)C.[Cl:11][C:12]1[CH:13]=[C:14]2[C:19](=[CH:20][CH:21]=1)[N:18]=[C:17]([N:22]1[CH2:27][CH2:26][N:25]([CH3:28])[CH2:24][CH2:23]1)[N:16]=[C:15]2[CH2:29][NH2:30]. Product: [Cl:11][C:12]1[CH:13]=[C:14]2[C:19](=[CH:20][CH:21]=1)[N:18]=[C:17]([N:22]1[CH2:23][CH2:24][N:25]([CH3:28])[CH2:26][CH2:27]1)[N:16]=[C:15]2[CH2:29][NH:30][CH:1]=[O:3]. The catalyst class is: 4. (3) Reactant: [CH2:1]([N:8]1[CH2:13][C:12](=[O:14])[NH:11][CH:10]([CH2:15][C:16]2[CH:21]=[CH:20][C:19]([O:22][CH2:23][CH2:24][CH2:25]Br)=[CH:18][CH:17]=2)[C:9]1=[O:27])[C:2]1[CH:7]=[CH:6][CH:5]=[CH:4][CH:3]=1.[CH3:28][O-:29].[Na+]. Product: [CH2:1]([N:8]1[CH2:13][C:12](=[O:14])[NH:11][CH:10]([CH2:15][C:16]2[CH:21]=[CH:20][C:19]([O:22][CH2:23][CH2:24][CH2:25][O:29][CH3:28])=[CH:18][CH:17]=2)[C:9]1=[O:27])[C:2]1[CH:7]=[CH:6][CH:5]=[CH:4][CH:3]=1. The catalyst class is: 5. (4) Reactant: [NH2:1][CH2:2][C@H:3]1[CH2:8][C@@H:7]([O:9][Si:10]([C:13]([CH3:16])([CH3:15])[CH3:14])([CH3:12])[CH3:11])[CH2:6][N:5]([C:17]([O:19][CH2:20][C:21]2[CH:26]=[CH:25][CH:24]=[CH:23][CH:22]=2)=[O:18])[CH2:4]1.CCN(CC)CC.[C:34](O[C:34]([O:36][C:37]([CH3:40])([CH3:39])[CH3:38])=[O:35])([O:36][C:37]([CH3:40])([CH3:39])[CH3:38])=[O:35]. Product: [CH3:16][C:13]([Si:10]([CH3:12])([CH3:11])[O:9][C@H:7]1[CH2:8][C@@H:3]([CH2:2][NH:1][C:34]([O:36][C:37]([CH3:40])([CH3:39])[CH3:38])=[O:35])[CH2:4][N:5]([C:17]([O:19][CH2:20][C:21]2[CH:22]=[CH:23][CH:24]=[CH:25][CH:26]=2)=[O:18])[CH2:6]1)([CH3:15])[CH3:14]. The catalyst class is: 2.